This data is from Catalyst prediction with 721,799 reactions and 888 catalyst types from USPTO. The task is: Predict which catalyst facilitates the given reaction. Reactant: Cl[C:2]1[C:7]([C:8]([O:10][CH2:11]C)=[O:9])=[CH:6][N:5]=[C:4]([S:13][CH3:14])[N:3]=1.[CH3:15][O-:16].[Na+]. Product: [CH3:15][O:16][C:2]1[C:7]([C:8]([O:10][CH3:11])=[O:9])=[CH:6][N:5]=[C:4]([S:13][CH3:14])[N:3]=1. The catalyst class is: 5.